This data is from Catalyst prediction with 721,799 reactions and 888 catalyst types from USPTO. The task is: Predict which catalyst facilitates the given reaction. (1) Reactant: [CH2:1]([CH:3]([N:6]1[CH2:11][CH2:10][NH:9][CH2:8][CH2:7]1)[CH2:4][CH3:5])[CH3:2].[Cl:12][C:13]([O:15][C:16]1[CH:21]=[CH:20][C:19]([N+:22]([O-:24])=[O:23])=[CH:18][CH:17]=1)=[O:14]. Product: [ClH:12].[N+:22]([C:19]1[CH:18]=[CH:17][C:16]([O:15][C:13]([N:9]2[CH2:10][CH2:11][N:6]([CH:3]([CH2:4][CH3:5])[CH2:1][CH3:2])[CH2:7][CH2:8]2)=[O:14])=[CH:21][CH:20]=1)([O-:24])=[O:23]. The catalyst class is: 473. (2) Reactant: [CH3:1][C:2]1[C:6]([C:7]([C:9]2[S:10][CH:11]=[CH:12][CH:13]=2)=O)=[CH:5][O:4][N:3]=1.Cl.[NH2:15][OH:16]. Product: [OH:16][N:15]=[C:7]([C:6]1[C:2]([CH3:1])=[N:3][O:4][CH:5]=1)[C:9]1[S:10][CH:11]=[CH:12][CH:13]=1. The catalyst class is: 17.